From a dataset of Forward reaction prediction with 1.9M reactions from USPTO patents (1976-2016). Predict the product of the given reaction. (1) Given the reactants [Cl:1][C:2]1[C:7]2[NH:8][C:9]([CH3:11])=[N:10][C:6]=2[CH:5]=[C:4]([O:12]C)[CH:3]=1.Cl.N1C=CC=CC=1.C([O-])([O-])=O.[K+].[K+], predict the reaction product. The product is: [Cl:1][C:2]1[C:7]2[NH:8][C:9]([CH3:11])=[N:10][C:6]=2[CH:5]=[C:4]([OH:12])[CH:3]=1. (2) Given the reactants [H-].[Na+].[NH:3]1[CH:7]=[CH:6][N:5]=[CH:4]1.Br[CH2:9][C:10]1[S:14][C:13]([C:15]([O:17][CH2:18][CH3:19])=[O:16])=[N:12][CH:11]=1, predict the reaction product. The product is: [N:3]1([CH2:9][C:10]2[S:14][C:13]([C:15]([O:17][CH2:18][CH3:19])=[O:16])=[N:12][CH:11]=2)[CH:7]=[CH:6][N:5]=[CH:4]1. (3) Given the reactants [NH2:1][C:2]1[C:11]2[N:12]=[C:13]([CH2:37][CH2:38][O:39][CH3:40])[N:14]([CH2:15][CH2:16][CH2:17][CH2:18][N:19]([CH2:32][CH2:33][N:34]([CH3:36])[CH3:35])S(C3C=CC=CC=3[N+]([O-])=O)(=O)=O)[C:10]=2[C:9]2[CH:8]=[CH:7][CH:6]=[CH:5][C:4]=2[N:3]=1.SCC(O)=O.[OH-].[Li+], predict the reaction product. The product is: [NH2:1][C:2]1[C:11]2[N:12]=[C:13]([CH2:37][CH2:38][O:39][CH3:40])[N:14]([CH2:15][CH2:16][CH2:17][CH2:18][NH:19][CH2:32][CH2:33][N:34]([CH3:36])[CH3:35])[C:10]=2[C:9]2[CH:8]=[CH:7][CH:6]=[CH:5][C:4]=2[N:3]=1. (4) Given the reactants Br[C:2]1[CH:9]=[CH:8][C:5]([CH:6]=[O:7])=[CH:4][CH:3]=1.C1(C)C=CC=CC=1P(C1C=CC=CC=1C)C1C=CC=CC=1C.[CH2:32]([N:36]([CH2:45][CH2:46][CH2:47][CH3:48])[C:37]1[CH:44]=[CH:43][C:40]([CH:41]=[CH2:42])=[CH:39][CH:38]=1)[CH2:33][CH2:34][CH3:35], predict the reaction product. The product is: [CH2:32]([N:36]([CH2:45][CH2:46][CH2:47][CH3:48])[C:37]1[CH:38]=[CH:39][C:40](/[CH:41]=[CH:42]/[C:2]2[CH:9]=[CH:8][C:5]([CH:6]=[O:7])=[CH:4][CH:3]=2)=[CH:43][CH:44]=1)[CH2:33][CH2:34][CH3:35]. (5) Given the reactants CO[C:3]1[C:11]([CH2:12][CH:13]([NH:27][C:28](=[O:45])[CH2:29][CH2:30][C:31]2([CH3:44])[O:39]C3C(C)(C4CC(C3)C4(C)C)O2)[B:14]2[O:22]C3C(C)(C4CC(C3)C4(C)C)[O:15]2)=[CH:10][CH:9]=[CH:8][C:4]=1[C:5]([OH:7])=[O:6].[C:46]([O:49][CH2:50]Cl)(=[O:48])[CH3:47], predict the reaction product. The product is: [C:46]([O:49][CH2:50][O:7][C:5]([C:4]1[C:3]2[O:22][B:14]([OH:15])[C@@H:13]([NH:27][C:28](=[O:45])[CH2:29][CH2:30][C:31](=[O:39])[CH3:44])[CH2:12][C:11]=2[CH:10]=[CH:9][CH:8]=1)=[O:6])(=[O:48])[CH3:47].